This data is from Full USPTO retrosynthesis dataset with 1.9M reactions from patents (1976-2016). The task is: Predict the reactants needed to synthesize the given product. (1) Given the product [Cl:2][CH2:3][CH2:4][CH2:5][NH:6][C:7]1[C:8]([CH3:24])=[C:9]([CH3:23])[N:10]=[C:11]([O:16][C:17]2[CH:18]=[CH:19][CH:20]=[CH:21][CH:22]=2)[C:12]=1[NH2:13], predict the reactants needed to synthesize it. The reactants are: Cl.[Cl:2][CH2:3][CH2:4][CH2:5][NH:6][C:7]1[C:12]([N+:13]([O-])=O)=[C:11]([O:16][C:17]2[CH:22]=[CH:21][CH:20]=[CH:19][CH:18]=2)[N:10]=[C:9]([CH3:23])[C:8]=1[CH3:24].[Br-].[Br-].C([N+]1C=CC(C2C=C[N+](CCCCCCCC)=CC=2)=CC=1)CCCCCCC.C(=O)([O-])[O-].[K+].[K+].S(S([O-])=O)([O-])=O.[Na+].[Na+]. (2) Given the product [CH2:36]([O:35][C:33]([C:30]1([C:38]2([OH:39])[O:27][N:26]=[C:18]([C:15]3[CH:16]=[CH:17][C:12]([O:11][Si:10]([C:6]([CH3:7])([CH3:9])[CH3:8])([CH3:29])[CH3:28])=[CH:13][CH:14]=3)[CH:19]2[C:20]2[CH:21]=[CH:22][CH:23]=[CH:24][CH:25]=2)[CH2:32][CH2:31]1)=[O:34])[CH3:37], predict the reactants needed to synthesize it. The reactants are: C([Li])CCC.[C:6]([Si:10]([CH3:29])([CH3:28])[O:11][C:12]1[CH:17]=[CH:16][C:15]([C:18](=[N:26][OH:27])[CH2:19][C:20]2[CH:25]=[CH:24][CH:23]=[CH:22][CH:21]=2)=[CH:14][CH:13]=1)([CH3:9])([CH3:8])[CH3:7].[C:30]1([C:38](OCC)=[O:39])([C:33]([O:35][CH2:36][CH3:37])=[O:34])[CH2:32][CH2:31]1. (3) The reactants are: Br[C:2]1[N:7]2[CH:8]=[N:9][N:10]=[C:6]2[C:5](=[O:11])[N:4]([CH3:12])[CH:3]=1.[F:13][C:14]1[CH:41]=[C:40]([F:42])[CH:39]=[CH:38][C:15]=1[O:16][C:17]1[CH:22]=[CH:21][C:20]([NH:23][S:24]([CH2:27][CH3:28])(=[O:26])=[O:25])=[CH:19][C:18]=1B1OC(C)(C)C(C)(C)O1.[O-]P([O-])([O-])=O.[K+].[K+].[K+].N#N. Given the product [F:13][C:14]1[CH:41]=[C:40]([F:42])[CH:39]=[CH:38][C:15]=1[O:16][C:17]1[CH:18]=[CH:19][C:20]([NH:23][S:24]([CH2:27][CH3:28])(=[O:25])=[O:26])=[CH:21][C:22]=1[C:2]1[N:7]2[CH:8]=[N:9][N:10]=[C:6]2[C:5](=[O:11])[N:4]([CH3:12])[CH:3]=1, predict the reactants needed to synthesize it. (4) Given the product [CH3:11][O:12][C:13]1[CH:21]=[C:20]([N+:22]([O-:24])=[O:23])[CH:19]=[CH:18][C:14]=1[C:15]1[S:10][C:3]2[CH:4]=[C:5]([O:8][CH3:9])[CH:6]=[CH:7][C:2]=2[N:1]=1, predict the reactants needed to synthesize it. The reactants are: [NH2:1][C:2]1[CH:7]=[CH:6][C:5]([O:8][CH3:9])=[CH:4][C:3]=1[SH:10].[CH3:11][O:12][C:13]1[CH:21]=[C:20]([N+:22]([O-:24])=[O:23])[CH:19]=[CH:18][C:14]=1[C:15](O)=O. (5) Given the product [I:14][C:15]1[CH:16]=[C:17]2[C:21](=[CH:22][CH:23]=1)[NH:20][C:19](=[O:24])[C:18]2=[CH:11][C:8]1[NH:9][CH:10]=[C:6]([CH2:5][CH2:4][C:1]([OH:3])=[O:2])[C:7]=1[CH3:13], predict the reactants needed to synthesize it. The reactants are: [C:1]([CH2:4][CH2:5][C:6]1[C:7]([CH3:13])=[C:8]([CH:11]=O)[NH:9][CH:10]=1)([OH:3])=[O:2].[I:14][C:15]1[CH:16]=[C:17]2[C:21](=[CH:22][CH:23]=1)[NH:20][C:19](=[O:24])[CH2:18]2.N1CCCCC1. (6) Given the product [F:3][C:4]1[CH:5]=[CH:6][C:7]([O:12][CH3:13])=[C:8]([CH2:9][OH:10])[CH:11]=1, predict the reactants needed to synthesize it. The reactants are: [BH4-].[Na+].[F:3][C:4]1[CH:5]=[CH:6][C:7]([O:12][CH3:13])=[C:8]([CH:11]=1)[CH:9]=[O:10].